This data is from Retrosynthesis with 50K atom-mapped reactions and 10 reaction types from USPTO. The task is: Predict the reactants needed to synthesize the given product. (1) Given the product O=C(NCc1ccccc1SC1CC1)C(F)(F)F, predict the reactants needed to synthesize it. The reactants are: NCc1ccccc1SC1CC1.O=C(OC(=O)C(F)(F)F)C(F)(F)F. (2) Given the product CC(=O)N1CCc2cc(C(=O)CCCN3CCC(c4csc5cc(F)ccc45)CC3)sc2C1, predict the reactants needed to synthesize it. The reactants are: CC(=O)N1CCc2cc(C(=O)CCCCl)sc2C1.Fc1ccc2c(C3CCNCC3)csc2c1. (3) Given the product COc1ccnc(CCc2nc3cc(-c4ccc(S(=O)(=O)N5CCN(C(C)=O)CC5)cc4)cnc3[nH]2)c1, predict the reactants needed to synthesize it. The reactants are: CC(=O)N1CCN(S(=O)(=O)c2ccc(Br)cc2)CC1.COc1ccnc(CCc2nc3cc(I)cnc3[nH]2)c1. (4) Given the product CCCCOC(=O)Nc1ccc(-c2cnc3c(-c4cccc(N5CCN(CC)CC5)c4)cnn3c2N)cc1, predict the reactants needed to synthesize it. The reactants are: CCBr.CCCCOC(=O)Nc1ccc(-c2cnc3c(-c4cccc(N5CCNCC5)c4)cnn3c2N)cc1. (5) Given the product CC(C)(C)OC(=O)N1C[C@H](OS(C)(=O)=O)C[C@H]1CO, predict the reactants needed to synthesize it. The reactants are: CCOC(=O)OC(=O)[C@@H]1C[C@@H](OS(C)(=O)=O)CN1C(=O)OC(C)(C)C.